From a dataset of Full USPTO retrosynthesis dataset with 1.9M reactions from patents (1976-2016). Predict the reactants needed to synthesize the given product. (1) Given the product [Br:18][CH2:15][CH2:14][CH2:13][CH2:12][CH2:11][CH2:10][CH2:9][CH2:8][CH2:7][CH2:6][CH2:5][CH2:4][CH2:3][CH2:2][C:1]([OH:16])=[O:17], predict the reactants needed to synthesize it. The reactants are: [C:1]1(=[O:17])[O:16][CH2:15][CH2:14][CH2:13][CH2:12][CH2:11][CH2:10][CH2:9][CH2:8][CH2:7][CH2:6][CH2:5][CH2:4][CH2:3][CH2:2]1.[BrH:18].C(O)(=O)C. (2) Given the product [O:30]=[C:27]1[C:28]2[C:24](=[CH:23][CH:22]=[C:21]([NH:20][C:15]([C:10]3[CH2:11][CH2:12][CH2:13][CH2:14][C:9]=3[C:6]3[CH:5]=[CH:4][C:3]([C:2]([F:1])([F:19])[F:18])=[CH:8][CH:7]=3)=[O:17])[CH:29]=2)[CH2:25][N:26]1[CH2:31][CH2:32][C:33]1[CH:38]=[CH:37][CH:36]=[CH:35][N:34]=1, predict the reactants needed to synthesize it. The reactants are: [F:1][C:2]([F:19])([F:18])[C:3]1[CH:8]=[CH:7][C:6]([C:9]2[CH2:14][CH2:13][CH2:12][CH2:11][C:10]=2[C:15]([OH:17])=O)=[CH:5][CH:4]=1.[NH2:20][C:21]1[CH:29]=[C:28]2[C:24]([CH2:25][N:26]([CH2:31][CH2:32][C:33]3[CH:38]=[CH:37][CH:36]=[CH:35][N:34]=3)[C:27]2=[O:30])=[CH:23][CH:22]=1.CN(C)CCCN=C=NCC.C(OCC)(=O)C. (3) Given the product [CH:9]([C@@H:5]1[CH2:4][CH2:3][C@@H:2]([CH3:1])[CH2:7][C@@H:6]1[NH:8][C:17](=[O:18])[C:16]1[CH:20]=[CH:21][C:22]([O:23][CH3:24])=[C:14]([O:13][CH3:12])[CH:15]=1)([CH3:11])[CH3:10].[CH:9]([C@H:5]1[CH2:4][CH2:3][C@H:2]([CH3:1])[CH2:7][C@H:6]1[NH:8][C:17](=[O:18])[C:16]1[CH:20]=[CH:21][C:22]([O:23][CH3:24])=[C:14]([O:13][CH3:12])[CH:15]=1)([CH3:11])[CH3:10], predict the reactants needed to synthesize it. The reactants are: [CH3:1][CH:2]1[CH2:7][CH:6]([NH2:8])[CH:5]([CH:9]([CH3:11])[CH3:10])[CH2:4][CH2:3]1.[CH3:12][O:13][C:14]1[CH:15]=[C:16]([CH:20]=[CH:21][C:22]=1[O:23][CH3:24])[C:17](Cl)=[O:18]. (4) The reactants are: [CH3:1][N:2]([CH2:13][C:14]1[N:18]([CH2:19]/[CH:20]=[CH:21]/[CH2:22][N:23]2C(=O)C3C(=CC=CC=3)C2=O)[C:17]2[CH:34]=[CH:35][CH:36]=[CH:37][C:16]=2[N:15]=1)[CH:3]1[C:12]2[N:11]=[CH:10][CH:9]=[CH:8][C:7]=2[CH2:6][CH2:5][CH2:4]1.O.NN.C([O-])(O)=O.[Na+]. Given the product [NH2:23][CH2:22]/[CH:21]=[CH:20]/[CH2:19][N:18]1[C:17]2[CH:34]=[CH:35][CH:36]=[CH:37][C:16]=2[N:15]=[C:14]1[CH2:13][N:2]([CH3:1])[CH:3]1[C:12]2[N:11]=[CH:10][CH:9]=[CH:8][C:7]=2[CH2:6][CH2:5][CH2:4]1, predict the reactants needed to synthesize it. (5) Given the product [Cl:15][C:16]1[CH:21]=[CH:20][C:19]([CH2:22][C:23]([N:5]2[C@H:4]([CH:1]([CH3:3])[CH3:2])[CH2:8][O:7][C:6]2=[O:9])=[O:24])=[CH:18][CH:17]=1, predict the reactants needed to synthesize it. The reactants are: [CH:1]([C@@H:4]1[CH2:8][O:7][C:6](=[O:9])[NH:5]1)([CH3:3])[CH3:2].[Li]CCCC.[Cl:15][C:16]1[CH:21]=[CH:20][C:19]([CH2:22][C:23](Cl)=[O:24])=[CH:18][CH:17]=1.